Task: Binary Classification. Given a miRNA mature sequence and a target amino acid sequence, predict their likelihood of interaction.. Dataset: Experimentally validated miRNA-target interactions with 360,000+ pairs, plus equal number of negative samples (1) The miRNA is rno-miR-151-5p with sequence UCGAGGAGCUCACAGUCUAGU. The protein sequence of the target gene is MKSYTPYFILLWSAVGIAKAAKIIIVPPIMFESHMYIFKTLASALHERGHHTVFLLSEGRDIAPSNHYSLQRYPGIFNSTTSDAFLQSKMRNIFSGRLTAIELFDILDHYTKNCDLMVGNHALIQGLKKEKFDLLLVDPNDMCGFVIAHLLGVKYAVFSTGLWYPAEVGAPAPLAYVPEFNSLLTDRMNLLQRMKNTGVYLISRLGVSFLVLPKYERIMQKYNLLPEKSMYDLVHGSSLWMLCTDVALEFPRPTLPNVVYVGGILTKPASPLPEDLQRWVNGANEHGFVLVSFGAGVKYL.... Result: 0 (no interaction). (2) The miRNA is hsa-miR-6826-3p with sequence CUCCCCUCUCUUUCCUGUUCAG. The protein sequence of the target gene is MDNARMNSFLEYPILSSGDSGTCSARAYPSDHRITTFQSCAVSANSCGGDDRFLVGRGVQIGSPHHHHHHHHHHPQPATYQTSGNLGVSYSHSSCGPSYGSQNFSAPYSPYALNQEADVSGGYPQCAPAVYSGNLSSPMVQHHHHHQGYAGGAVGSPQYIHHSYGQEHQSLALATYNNSLSPLHASHQEACRSPASETSSPAQTFDWMKVKRNPPKTGKVGEYGYLGQPNAVRTNFTTKQLTELEKEFHFNKYLTRARRVEIAASLQLNETQVKIWFQNRRMKQKKREKEGLLPISPATP.... Result: 1 (interaction). (3) The miRNA is mmu-miR-302d-3p with sequence UAAGUGCUUCCAUGUUUGAGUGU. The protein sequence of the target gene is MANIAVQRIKREFKEVLKSEETSKNQIKVDLVDENFTELRGEIAGPPDTPYEGGRYQLEIKIPETYPFNPPKVRFITKIWHPNISSVTGAICLDILKDQWAAAMTLRTVLLSLQALLAAAEPDDPQDAVVANQYKQNPEMFKQTARLWAHVYAGAPVSSPEYTKKIENLCAMGFDRNAVIVALSSKSWDVETATELLLSN. Result: 0 (no interaction). (4) The miRNA is hsa-miR-5191 with sequence AGGAUAGGAAGAAUGAAGUGCU. The protein sequence of the target gene is MALVFVYGTLKRGQPNHRVLRDGAHGSAAFRARGRTLEPYPLVIAGEHNIPWLLHLPGSGRLVEGEVYAVDERMLRFLDDFESCPALYQRTVLRVQLLEDRAPGAEEPPAPTAVQCFVYSRATFPPEWAQLPHHDSYDSEGPHGLRYNPRENR. Result: 1 (interaction). (5) The miRNA is hsa-miR-6772-5p with sequence UGGGUGUAGGCUGGAGCUGAGG. The protein sequence of the target gene is MVAGMLGLRKEKSEDQDLQGLKEKPLKFKKVKKDKKEDKEGKHEPLQPSAHHSAEPAEAGKAETSESSGSAPAVPEASASPKQRRSIIRDRGPMYDDPTLPEGWTRKLKQRKSGRSAGKYDVYLINPQGKAFRSKVELIAYFEKVGDTSLDPNDFDFTVTGRGSPSRREQKPPKKPKSPKAPGTGRGRGRPKGSGTGRPKAAASEGVQVKRVLEKSPGKLLVKMPFQASPGGKGEGGGATTSAQVMVIKRPGRKRKAEADPQAIPKKRGRKPGSVVAAAAAEAKKKAVKESSIRSVQETV.... Result: 0 (no interaction). (6) The miRNA is hsa-miR-24-1-5p with sequence UGCCUACUGAGCUGAUAUCAGU. The protein sequence of the target gene is MVRLLLIFFPMIFLEMSILPRMPDRKVLLAGASSQRSVARMDGDVIIGALFSVHHQPPAEKVPERKCGEIREQYGIQRVEAMFHTLDKINADPVLLPNITLGSEIRDSCWHSSVALEQSIEFIRDSLISIRDEKDGLNRCLPDGQTLPPGRTKKPIAGVIGPGSSSVAIQVQNLLQLFDIPQIAYSATSIDLSDKTLYKYFLRVVPSDTLQARAMLDIVKRYNWTYVSAVHTEGNYGESGMDAFKELAAQEGLCIAHSDKIYSNAGEKSFDRLLRKLRERLPKARVVVCFCEGMTVRGLL.... Result: 0 (no interaction). (7) The miRNA is mmu-miR-709 with sequence GGAGGCAGAGGCAGGAGGA. The protein sequence of the target gene is MFLTAVLLRGRIPGRQWIGKHRRPRTVSFQAKESMIRRLEVEAENHYWLSMPYMTAEQECGHAAERRAQAFEAIKAAATSKFPKHRYIADQLDHLNISKKWS. Result: 1 (interaction). (8) The miRNA is rno-miR-192-5p with sequence CUGACCUAUGAAUUGACAGCC. The protein sequence of the target gene is MLRLSLPPNVSMGFRLVTLVALLFTHVDHITADTEAETGGNETTECTGSYYCKKGVILPIWEPQDPSFGDKIARATVYFVAMVYMFLGVSIIADRFMSSIEVITSQEKEITIKKPNGETTKTTVRIWNETVSNLTLMALGSSAPEILLSVIEVCGHNFTAGDLGPSTIVGSAAFNMFIIIALCVYVVPDGETRKIKHLRVFFVTAAWSIFAYTWLYIILSVSSPGVVEVWEGLLTFFFFPICVVFAWVADRRLLFYKYVYKRYRAGKQRGMIIEHEGDRPASKTEIEMDGKVVNSHVDNF.... Result: 0 (no interaction).